The task is: Regression/Classification. Given a drug SMILES string, predict its absorption, distribution, metabolism, or excretion properties. Task type varies by dataset: regression for continuous measurements (e.g., permeability, clearance, half-life) or binary classification for categorical outcomes (e.g., BBB penetration, CYP inhibition). For this dataset (ppbr_az), we predict Y.. This data is from Plasma protein binding rate (PPBR) regression data from AstraZeneca. (1) The drug is CNC(=O)c1cc(Oc2ccc3c(c2)nc(Nc2ccc(C(F)(F)F)cc2)n3C)ccn1. The Y is 99.5 %. (2) The compound is C[C@@](C(=O)O[C@H]1C[N+]2(CC(=O)Nc3ccccc3)CCC1CC2)(c1ccccc1)N1CCCCC1. The Y is 98.6 %. (3) The molecule is O=C(Nc1ccccc1F)NC1N=C(c2ccccc2)c2ccccc2NC1=O. The Y is 97.4 %. (4) The molecule is Cc1cn(C2CCCN(Cc3cccc(Oc4ccccc4)c3)C2)c(=O)[nH]c1=O. The Y is 98.9 %. (5) The compound is COc1cc(OC)c(S(=O)(=O)NCc2ccccc2N2CCC(CC(=O)O)CC2)cc1NC(=O)CCC(=O)O. The Y is 91.3 %.